Dataset: Serine/threonine kinase 33 screen with 319,792 compounds. Task: Binary Classification. Given a drug SMILES string, predict its activity (active/inactive) in a high-throughput screening assay against a specified biological target. (1) The drug is s1cc(CC(=O)Nc2cc(ccc2)C#N)cc1. The result is 0 (inactive). (2) The drug is Clc1cc(c2cnc(SCC(OCC)=O)nc2)ccc1. The result is 0 (inactive). (3) The compound is FC(F)(F)C1n2[nH]c(cc2=NC(C1)c1occc1)C(=O)N. The result is 0 (inactive). (4) The drug is Fc1cc(NC(=O)c2oc3c(c2NC(=O)C2OCCC2)cccc3)ccc1F. The result is 0 (inactive). (5) The molecule is O=C(NN)CNc1c(ccc([N+]([O-])=O)c1)C. The result is 0 (inactive). (6) The compound is O=C1Nc2c(/C1=C\Nc1cc(OC)c(OC)cc1)cccc2. The result is 1 (active). (7) The compound is O=C(/N=C(\Nc1nc2c(cc(cc2C)C)c(n1)C)N)Nc1ccccc1. The result is 0 (inactive). (8) The drug is o1c(NC=2NCN(C3CCCCC3)CN2)nc2c1cccc2. The result is 0 (inactive). (9) The molecule is S(c1nc(=O)n(c2CCCc12)CCN(CC)CC)CC(=O)Nc1c2c(ccc1)cccc2. The result is 0 (inactive).